Predict the reactants needed to synthesize the given product. From a dataset of Full USPTO retrosynthesis dataset with 1.9M reactions from patents (1976-2016). (1) Given the product [CH3:21][P:19]([C:16]1[CH:17]=[CH:18][C:13]([NH:12][C:4]2[N:3]=[C:2]([NH:30][N:31]3[CH2:36][CH2:35][O:34][CH2:33][CH2:32]3)[C:7]([C:8]([F:11])([F:10])[F:9])=[CH:6][N:5]=2)=[CH:14][CH:15]=1)([CH3:22])=[O:20], predict the reactants needed to synthesize it. The reactants are: Cl[C:2]1[C:7]([C:8]([F:11])([F:10])[F:9])=[CH:6][N:5]=[C:4]([NH:12][C:13]2[CH:18]=[CH:17][C:16]([P:19]([CH3:22])([CH3:21])=[O:20])=[CH:15][CH:14]=2)[N:3]=1.C(N(CC)CC)C.[NH2:30][N:31]1[CH2:36][CH2:35][O:34][CH2:33][CH2:32]1. (2) Given the product [CH3:22][O-:23].[Cl-:1].[Cl-:1].[C:4]([C:8]1[N-:12][C:11]([C:13]([CH3:16])([CH3:15])[CH3:14])=[C:10]([C:17]([CH3:20])([CH3:19])[CH3:18])[N:9]=1)([CH3:7])([CH3:6])[CH3:5].[Ti+4:21], predict the reactants needed to synthesize it. The reactants are: [Cl-:1].[Cl-].[Cl-].[C:4]([C:8]1[N-:9][C:10]([C:17]([CH3:20])([CH3:19])[CH3:18])=[C:11]([C:13]([CH3:16])([CH3:15])[CH3:14])[N:12]=1)([CH3:7])([CH3:6])[CH3:5].[Ti+4:21].[CH3:22][O-:23].[Li+].